This data is from Experimentally validated miRNA-target interactions with 360,000+ pairs, plus equal number of negative samples. The task is: Binary Classification. Given a miRNA mature sequence and a target amino acid sequence, predict their likelihood of interaction. (1) The miRNA is mmu-miR-187-3p with sequence UCGUGUCUUGUGUUGCAGCCGG. The protein sequence of the target gene is MVAHNQVAADNAVSTAAEPRRRPEPSSSSSSSPAAPARPRPCPAVPAPAPGDTHFRTFRSHADYRRITRASALLDACGFYWGPLSVHGAHERLRAEPVGTFLVRDSRQRNCFFALSVKMASGPTSIRVHFQAGRFHLDGSRESFDCLFELLEHYVAAPRRMLGAPLRQRRVRPLQELCRQRIVATVGRENLARIPLNPVLRDYLSSFPFQI. Result: 0 (no interaction). (2) The miRNA is hsa-miR-342-5p with sequence AGGGGUGCUAUCUGUGAUUGA. The protein sequence of the target gene is MPLPVQVFNLQGAVEPMQIDVDPQEDPQNAPDVNYVVENPSLDLEQYAASYSGLMRIERLQFIADHCPTLRVEALKMALSFVQRTFNVDMYEEIHRKLSEATRSSLRELQNAPDAIPESGVEPPALDTAWVEATRKKALLKLEKLDTDLKNYKGNSIKESIRRGHDDLGDHYLDCGDLSNALKCYSRARDYCTSAKHVINMCLNVIKVSVYLQNWSHVLSYVSKAESTPEIAEQRGERDSQTQAILTKLKCAAGLAELAARKYKQAAKCLLLASFDHCDFPELLSPSNVAIYGGLCALAT.... Result: 1 (interaction). (3) Result: 1 (interaction). The miRNA is mmu-miR-466d-5p with sequence UGUGUGUGCGUACAUGUACAUG. The protein sequence of the target gene is MVSYLTSCLSALSTLLLLLGSQLVCPQPSTEHRKVPQRMAVTEGTPEDSGSGSPGVWGSWGPWSACSRSCSGGVMEQTRPCLPSSYRARGGSRPNGRALSITGHVVSAVRTSVPLHRSQEDQRALAGSNASRQGPAVVRGSRHPQARGREPSERRSRTRGPIGPGKYGYGKAPYILPLQTDTTHTPQRLRRQRPSSRHSRSQEASASKQGYRPPTHQFSHSQPLYQSDSGPRSGLPPSEASIYQLPLTHDQSYPAASSLFHRPELSSHHGARPHGAAQAFPQHLRSTAISCIGAYRQYKL.... (4) The miRNA is mmu-miR-3070-2-3p with sequence UGGUGCUAUGGUCAGGGGUAGA. The protein sequence of the target gene is MAGPGSWRDKEVTDLGQLPDPTGIFSLDKAIGLGTYGRIFLGIHEKTGSLVAVKVMSARKTPLPEIGRRVRVNKYQKSVGWRYSDEEEDLRTELNLLRKYSFHKNIVTFYGAFFKLNPPGHQHQLWMVMELCAAGSVTDVVRMTRNQSLKEDWIAYICREILQGLAHLHAHQVIHRDIKGQNVLLTHDAEVKIVDFGVSAQVSRTNGRRNSFIGTPYWMAPEVIHCDEDPRCSYDYRSDVWSVGITAIEMAEGAPPLCKLQPLEALCVILREAAPKVKSSGWSRKFQNFMENCMIKNFLF.... Result: 0 (no interaction). (5) The miRNA is mmu-miR-6940-3p with sequence UUACCUUCCGUGCUUGCCCGCAG. The protein sequence of the target gene is MNWSIFEGLLSGVNKYSTAFGRIWLSLVFIFRVLVYLVTAERVWSDDHKDFDCNTRQPGCSNVCFDEFFPVSHVRLWALQLILVTCPSLLVVMHVAYREVQEKRHREAHGENSGRLYLNPGKKRGGLWWTYVCSLVFKASVDIAFLYVFHSFYPKYILPPVVKCHADPCPNIVDCFISKPSEKNIFTLFMVATAAICILLNLVELIYLVSKRCHECLAARKAQAMCTGHHPHGTTSSCKQDDLLSGDLIFLGSDSHPPLLPDRPRDHVKKTIL. Result: 0 (no interaction). (6) The protein sequence of the target gene is MKHFLRMLIQVCLYFYCKFLWRCMKFVMRKLTGRCELQRICYGTKPGASRTMKIETSLRDSKSKLLQTSVSVHPDAIEKTIDDIMELKKINPDINPQLGISLQACLLQIVGYRNLIADVEKLRREPYDSDNPQHEEMLLKLWELLKPNTPLESRVSKQWCEIGFQGDDPKTDFRGMGLLGLYNLQYFAERDATVAQQVLSDSVHPKCSKFSKIEWEKKKMDKAIGYSFAIVGINITDLAYNLLVSGALKTHFYNIAPEAPTLSHFQQTFCYLMHEFHKFWIEEDPMDIMEFNRVREKFRK.... The miRNA is hsa-miR-4466 with sequence GGGUGCGGGCCGGCGGGG. Result: 0 (no interaction).